Task: Regression. Given two drug SMILES strings and cell line genomic features, predict the synergy score measuring deviation from expected non-interaction effect.. Dataset: NCI-60 drug combinations with 297,098 pairs across 59 cell lines (1) Drug 1: C1=NC2=C(N1)C(=S)N=C(N2)N. Drug 2: CS(=O)(=O)OCCCCOS(=O)(=O)C. Cell line: NCI-H460. Synergy scores: CSS=40.2, Synergy_ZIP=-2.33, Synergy_Bliss=1.50, Synergy_Loewe=-13.6, Synergy_HSA=2.55. (2) Drug 1: CC12CCC3C(C1CCC2=O)CC(=C)C4=CC(=O)C=CC34C. Drug 2: C1C(C(OC1N2C=NC3=C2NC=NCC3O)CO)O. Cell line: TK-10. Synergy scores: CSS=32.1, Synergy_ZIP=0.346, Synergy_Bliss=1.69, Synergy_Loewe=1.52, Synergy_HSA=1.52. (3) Drug 1: CCC(=C(C1=CC=CC=C1)C2=CC=C(C=C2)OCCN(C)C)C3=CC=CC=C3.C(C(=O)O)C(CC(=O)O)(C(=O)O)O. Drug 2: C(CN)CNCCSP(=O)(O)O. Cell line: OVCAR-4. Synergy scores: CSS=0.271, Synergy_ZIP=1.10, Synergy_Bliss=1.83, Synergy_Loewe=-1.44, Synergy_HSA=-1.27. (4) Drug 1: C1CCC(CC1)NC(=O)N(CCCl)N=O. Drug 2: C1=NNC2=C1C(=O)NC=N2. Cell line: SK-MEL-2. Synergy scores: CSS=5.36, Synergy_ZIP=-4.28, Synergy_Bliss=-3.96, Synergy_Loewe=-18.8, Synergy_HSA=-8.39. (5) Drug 1: C1CCN(CC1)CCOC2=CC=C(C=C2)C(=O)C3=C(SC4=C3C=CC(=C4)O)C5=CC=C(C=C5)O. Drug 2: C1=CC=C(C(=C1)C(C2=CC=C(C=C2)Cl)C(Cl)Cl)Cl. Cell line: SK-OV-3. Synergy scores: CSS=12.0, Synergy_ZIP=-2.18, Synergy_Bliss=-0.416, Synergy_Loewe=0.536, Synergy_HSA=1.57.